From a dataset of Peptide-MHC class I binding affinity with 185,985 pairs from IEDB/IMGT. Regression. Given a peptide amino acid sequence and an MHC pseudo amino acid sequence, predict their binding affinity value. This is MHC class I binding data. (1) The peptide sequence is FREVWKQLF. The MHC is HLA-A02:12 with pseudo-sequence HLA-A02:12. The binding affinity (normalized) is 0.0847. (2) The peptide sequence is DVSPLMHLF. The MHC is HLA-B57:01 with pseudo-sequence HLA-B57:01. The binding affinity (normalized) is 0.0847. (3) The peptide sequence is SFEPIPIHY. The MHC is HLA-A31:01 with pseudo-sequence HLA-A31:01. The binding affinity (normalized) is 0.0786.